This data is from Catalyst prediction with 721,799 reactions and 888 catalyst types from USPTO. The task is: Predict which catalyst facilitates the given reaction. (1) Reactant: Br[C:2]1[CH:3]=[C:4]([O:16][CH:17]([C:19]2[C:24]([Cl:25])=[CH:23][CH:22]=[C:21]([F:26])[C:20]=2[Cl:27])[CH3:18])[C:5]([NH:8][C:9]([O:11][C:12]([CH3:15])([CH3:14])[CH3:13])=[O:10])=[N:6][CH:7]=1.[C:28]([O:32][C:33]([NH:35][N:36]1[CH2:41][CH2:40][CH:39]([N:42]2[CH:46]=[C:45](OB(O)O)[CH:44]=[N:43]2)[CH2:38][CH2:37]1)=[O:34])([CH3:31])([CH3:30])[CH3:29].C([O-])([O-])=O.[Na+].[Na+]. Product: [Cl:27][C:20]1[C:21]([F:26])=[CH:22][CH:23]=[C:24]([Cl:25])[C:19]=1[CH:17]([O:16][C:4]1[C:5]([NH:8][C:9]([O:11][C:12]([CH3:15])([CH3:14])[CH3:13])=[O:10])=[N:6][CH:7]=[C:2]([C:45]2[CH:44]=[N:43][N:42]([CH:39]3[CH2:38][CH2:37][N:36]([NH:35][C:33]([O:32][C:28]([CH3:31])([CH3:30])[CH3:29])=[O:34])[CH2:41][CH2:40]3)[CH:46]=2)[CH:3]=1)[CH3:18]. The catalyst class is: 18. (2) Reactant: [I:1][C:2]1[CH:7]=[CH:6][C:5]([OH:8])=[CH:4][CH:3]=1.C(=O)([O-])[O-].[K+].[K+].[Cl:15][C:16]1[CH:21]=[CH:20][C:19]([C:22]2[CH:29]=[CH:28][C:27]([O:30][CH3:31])=[CH:26][C:23]=2[CH2:24]Cl)=[CH:18][CH:17]=1. Product: [Cl:15][C:16]1[CH:17]=[CH:18][C:19]([C:22]2[CH:29]=[CH:28][C:27]([O:30][CH3:31])=[CH:26][C:23]=2[CH2:24][O:8][C:5]2[CH:6]=[CH:7][C:2]([I:1])=[CH:3][CH:4]=2)=[CH:20][CH:21]=1. The catalyst class is: 21. (3) Product: [CH:23]1([N:22]2[C:21]3[CH:29]=[CH:30][C:31]([C:33]([OH:35])=[O:34])=[CH:32][C:20]=3[N:19]=[C:18]2[C:13]2[CH:14]=[C:15]3[C:10](=[CH:11][CH:12]=2)[N:9]=[C:8]([C:6]2[CH:7]=[CH:2][N:46]=[CH:4][CH:5]=2)[CH:17]=[CH:16]3)[CH2:28][CH2:27][CH2:26][CH2:25][CH2:24]1. The catalyst class is: 8. Reactant: Br[C:2]1C=[CH:4][C:5](O)=[C:6]([C:8]2[CH:17]=[CH:16][C:15]3[C:10](=[CH:11][CH:12]=[C:13]([C:18]4[N:22]([CH:23]5[CH2:28][CH2:27][CH2:26][CH2:25][CH2:24]5)[C:21]5[CH:29]=[CH:30][C:31]([C:33]([OH:35])=[O:34])=[CH:32][C:20]=5[N:19]=4)[CH:14]=3)[N:9]=2)[CH:7]=1.C(OC(C1C=CC2[N:46](C3CCCCC3)C(C3C=CC(N)=C(C=O)C=3)=NC=2C=1)=O)C.N1C=CC(C(=O)C)=CC=1.[OH-].[K+]. (4) Reactant: C(ON[C:10]([C@H:12]1[C@@H:17]([OH:18])[C@H:16]([OH:19])[C@@H:15]([OH:20])[CH2:14][N:13]1[S:21]([C:24]1[CH:29]=[CH:28][C:27]([O:30][C:31]2[CH:36]=[CH:35][CH:34]=[CH:33][CH:32]=2)=[CH:26][CH:25]=1)(=[O:23])=[O:22])=[O:11])C1C=CC=CC=1.C[OH:38]. Product: [OH:18][C@H:17]1[C@H:16]([OH:19])[C@@H:15]([OH:20])[CH2:14][N:13]([S:21]([C:24]2[CH:25]=[CH:26][C:27]([O:30][C:31]3[CH:32]=[CH:33][CH:34]=[CH:35][CH:36]=3)=[CH:28][CH:29]=2)(=[O:22])=[O:23])[C@H:12]1[C:10]([OH:11])=[O:38]. The catalyst class is: 45. (5) Reactant: [O:1]=[C:2]1[C@@H:9]2[C@@H:5]([CH2:6][N:7]([C:10]([O:12][C:13]([CH3:16])([CH3:15])[CH3:14])=[O:11])[CH2:8]2)[CH2:4][CH2:3]1.OO. Product: [OH:1][C@H:2]1[C@@H:9]2[C@@H:5]([CH2:6][N:7]([C:10]([O:12][C:13]([CH3:16])([CH3:15])[CH3:14])=[O:11])[CH2:8]2)[CH2:4][CH2:3]1. The catalyst class is: 30. (6) Reactant: [C:1]([O:4][C:5](=O)[C@@H:6](C1C=CC=CC=1)O)(=[O:3])C.[NH2:15][CH2:16][C@H:17]([C:21]1[CH:26]=[CH:25][C:24]([F:27])=[CH:23][CH:22]=1)[CH2:18][CH2:19][OH:20].[OH-].[Na+].ClC(OCC)=O. Product: [F:27][C:24]1[CH:23]=[CH:22][C:21]([C@H:17]([CH2:18][CH2:19][OH:20])[CH2:16][NH:15][C:1](=[O:3])[O:4][CH2:5][CH3:6])=[CH:26][CH:25]=1. The catalyst class is: 182.